This data is from Reaction yield outcomes from USPTO patents with 853,638 reactions. The task is: Predict the reaction yield, written as a fraction of the theoretical maximum amount of product (1.0 means a 100% yield; for example, 0.34 means a 34% yield). (1) The reactants are [Cl:1][C:2]1[CH:10]=[C:9]2[C:5](/[C:6](=[CH:12]/[CH2:13][C:14]([CH3:17])([CH3:16])[CH3:15])/[C:7](=[O:11])[NH:8]2)=[CH:4][CH:3]=1.[C:18](O[C:18]([O:20][C:21]([CH3:24])([CH3:23])[CH3:22])=[O:19])([O:20][C:21]([CH3:24])([CH3:23])[CH3:22])=[O:19].O. The catalyst is ClCCl.CN(C1C=CN=CC=1)C. The product is [C:21]([O:20][C:18]([N:8]1[C:9]2[C:5](=[CH:4][CH:3]=[C:2]([Cl:1])[CH:10]=2)/[C:6](=[CH:12]/[CH2:13][C:14]([CH3:17])([CH3:16])[CH3:15])/[C:7]1=[O:11])=[O:19])([CH3:24])([CH3:23])[CH3:22]. The yield is 0.850. (2) The reactants are [CH3:1][O:2][C:3](=[O:21])[C:4]1[CH:9]=[CH:8][C:7]([C:10]2[NH:14][C:13]3[CH:15]=[C:16]([O:19][CH3:20])[CH:17]=[CH:18][C:12]=3[N:11]=2)=[CH:6][CH:5]=1.C1N2CN3CN(C2)CN1C3.FC(F)(F)[C:34](O)=[O:35]. No catalyst specified. The product is [CH3:1][O:2][C:3](=[O:21])[C:4]1[CH:5]=[CH:6][C:7]([C:10]2[NH:14][C:13]3[C:15]([CH:34]=[O:35])=[C:16]([O:19][CH3:20])[CH:17]=[CH:18][C:12]=3[N:11]=2)=[CH:8][CH:9]=1. The yield is 0.210. (3) The reactants are [CH2:1]([O:3][C:4](=[O:16])[C:5]1[C:10]([OH:11])=[CH:9][N:8]=[C:7]([C:12]([CH3:15])([CH3:14])[CH3:13])[CH:6]=1)[CH3:2].[Br:17]N1C(=O)CCC1=O.C([O-])(O)=O.[Na+]. The catalyst is CN(C=O)C. The product is [CH2:1]([O:3][C:4](=[O:16])[C:5]1[CH:6]=[C:7]([C:12]([CH3:15])([CH3:14])[CH3:13])[N:8]=[C:9]([Br:17])[C:10]=1[OH:11])[CH3:2]. The yield is 0.960. (4) The reactants are CC(C1C=C(CC(N2CCN(C3C=CC([N+]([O-])=O)=CC=3)CC2)=O)C=C(C(C)(C)C)C=1O)(C)C.[CH3:34][C:35]([C:38]1[CH:43]=[C:42]([C:44]([N:46]2[CH2:51][CH2:50][N:49]([C:52]3[CH:57]=[CH:56][C:55]([N+:58]([O-])=O)=[CH:54][CH:53]=3)[CH2:48][CH2:47]2)=O)[CH:41]=[C:40]([C:61]([CH3:64])([CH3:63])[CH3:62])[C:39]=1[OH:65])([CH3:37])[CH3:36]. No catalyst specified. The product is [CH3:37][C:35]([C:38]1[CH:43]=[C:42]([CH2:44][N:46]2[CH2:47][CH2:48][N:49]([C:52]3[CH:53]=[CH:54][C:55]([NH2:58])=[CH:56][CH:57]=3)[CH2:50][CH2:51]2)[CH:41]=[C:40]([C:61]([CH3:64])([CH3:63])[CH3:62])[C:39]=1[OH:65])([CH3:34])[CH3:36]. The yield is 0.750. (5) The reactants are [CH3:1][C:2]1[C:6]2[C:7](=[O:20])[N:8]([CH2:12][CH2:13][N:14]3[CH2:19][CH2:18][O:17][CH2:16][CH2:15]3)[CH2:9][CH2:10][CH2:11][C:5]=2[NH:4][C:3]=1[CH:21]=O.[Br:23][C:24]1[CH:25]=[C:26]2[CH2:32][C:31](=[O:33])[NH:30][C:27]2=[N:28][CH:29]=1. No catalyst specified. The product is [Br:23][C:24]1[CH:25]=[C:26]2[C:32](=[CH:21][C:3]3[NH:4][C:5]4[CH2:11][CH2:10][CH2:9][N:8]([CH2:12][CH2:13][N:14]5[CH2:19][CH2:18][O:17][CH2:16][CH2:15]5)[C:7](=[O:20])[C:6]=4[C:2]=3[CH3:1])[C:31](=[O:33])[NH:30][C:27]2=[N:28][CH:29]=1. The yield is 0.600.